Task: Predict the reaction yield, written as a fraction of the theoretical maximum amount of product (1.0 means a 100% yield; for example, 0.34 means a 34% yield).. Dataset: Reaction yield outcomes from USPTO patents with 853,638 reactions (1) The reactants are I[C:2]1[C:3]([S:8][CH2:9][C:10]2[CH:15]=[CH:14][C:13]([O:16][CH3:17])=[CH:12][CH:11]=2)=[N:4][CH:5]=[CH:6][CH:7]=1.[F:18][C:19]1[CH:20]=[C:21](B2OC(C)(C)C(C)(C)O2)[CH:22]=[C:23]([F:27])[C:24]=1[O:25][CH3:26]. No catalyst specified. The product is [F:18][C:19]1[CH:20]=[C:21]([C:2]2[C:3]([S:8][CH2:9][C:10]3[CH:15]=[CH:14][C:13]([O:16][CH3:17])=[CH:12][CH:11]=3)=[N:4][CH:5]=[CH:6][CH:7]=2)[CH:22]=[C:23]([F:27])[C:24]=1[O:25][CH3:26]. The yield is 0.770. (2) The reactants are [N+:1]([C:4]1[CH:9]=[C:8]([N+:10]([O-])=O)[CH:7]=[CH:6][C:5]=1[S:13][CH2:14][C:15]([OH:17])=O)([O-])=O.O.O.[Sn](Cl)Cl. The catalyst is C(O)C. The product is [NH2:10][C:8]1[CH:7]=[CH:6][C:5]2[S:13][CH2:14][C:15](=[O:17])[NH:1][C:4]=2[CH:9]=1. The yield is 0.520. (3) The reactants are C(OC(=O)[N:10]([CH2:15][CH:16]([OH:37])[CH:17]([NH:25][C:26]([O:28][CH:29]1[CH:36]2[CH:32]([O:33][CH2:34][CH2:35]2)[O:31][CH2:30]1)=[O:27])[CH2:18][C:19]1[CH:24]=[CH:23][CH:22]=[CH:21][CH:20]=1)[CH2:11][CH:12]([CH3:14])[CH3:13])C1C=CC=CC=1. The yield is 0.970. The catalyst is C(O)C.[Pd]. The product is [O:31]1[CH:32]2[O:33][CH2:34][CH2:35][CH:36]2[CH:29]([O:28][C:26](=[O:27])[NH:25][CH:17]([CH2:18][C:19]2[CH:20]=[CH:21][CH:22]=[CH:23][CH:24]=2)[CH:16]([OH:37])[CH2:15][NH:10][CH2:11][CH:12]([CH3:14])[CH3:13])[CH2:30]1. (4) The reactants are [C:1]1([S:7]([N:10]2[CH2:14][CH2:13][S:12][CH:11]2[CH2:15][C:16]([O:18]CC)=[O:17])(=[O:9])=[O:8])[CH:6]=[CH:5][CH:4]=[CH:3][CH:2]=1.Cl. The catalyst is O1CCOCC1. The product is [C:1]1([S:7]([N:10]2[CH2:14][CH2:13][S:12][CH:11]2[CH2:15][C:16]([OH:18])=[O:17])(=[O:8])=[O:9])[CH:2]=[CH:3][CH:4]=[CH:5][CH:6]=1. The yield is 0.950. (5) The reactants are [H-].[Al+3].[Li+].[H-].[H-].[H-].[CH3:7][O:8][CH:9]([O:23][CH3:24])[CH:10]([S:15][CH2:16][C:17]1[CH:22]=[CH:21][CH:20]=[CH:19][CH:18]=1)[CH2:11][N+:12]([O-])=O.O.[OH-].[Na+]. The catalyst is O1CCCC1.C(OCC)(=O)C. The product is [CH2:16]([S:15][CH:10]([CH:9]([O:8][CH3:7])[O:23][CH3:24])[CH2:11][NH2:12])[C:17]1[CH:22]=[CH:21][CH:20]=[CH:19][CH:18]=1. The yield is 0.760.